The task is: Predict the product of the given reaction.. This data is from Forward reaction prediction with 1.9M reactions from USPTO patents (1976-2016). Given the reactants [CH3:1][O:2][C:3]([C@H:5]1[CH2:9][C@H:8]([S:10]([C:13]2[CH:18]=[CH:17][C:16]([N:19]=[N+:20]=[N-:21])=[CH:15][C:14]=2[C:22]([F:25])([F:24])[F:23])(=[O:12])=[O:11])[CH2:7][C@@H:6]1[O:26][CH3:27])=[O:4].[CH2:28]([O:31][CH3:32])[C:29]#[CH:30], predict the reaction product. The product is: [CH3:1][O:2][C:3]([C@H:5]1[CH2:9][C@H:8]([S:10]([C:13]2[CH:18]=[CH:17][C:16]([N:19]3[CH:30]=[C:29]([CH2:28][O:31][CH3:32])[N:21]=[N:20]3)=[CH:15][C:14]=2[C:22]([F:23])([F:24])[F:25])(=[O:12])=[O:11])[CH2:7][C@@H:6]1[O:26][CH3:27])=[O:4].